Dataset: Catalyst prediction with 721,799 reactions and 888 catalyst types from USPTO. Task: Predict which catalyst facilitates the given reaction. (1) Reactant: [Cl:1][C:2]1[N:7]=[CH:6][C:5]([NH2:8])=[C:4]([NH:9][C@H:10]([CH3:15])[C:11]([F:14])([F:13])[F:12])[CH:3]=1.C(N(CC)CC)C.[C:23]([O:26][CH2:27][C:28](Cl)=[O:29])(=[O:25])[CH3:24]. Product: [Cl:1][C:2]1[N:7]=[CH:6][C:5]([NH:8][C:28]([CH2:27][O:26][C:23](=[O:25])[CH3:24])=[O:29])=[C:4]([NH:9][C@H:10]([CH3:15])[C:11]([F:14])([F:12])[F:13])[CH:3]=1. The catalyst class is: 30. (2) Reactant: C([O:4][C:5]1[C:14]2[C:9](=[CH:10][C:11]([O:15][CH3:16])=[CH:12][CH:13]=2)[CH:8]=[CH:7][C:6]=1[C:17]1[CH:22]=[CH:21][CH:20]=[C:19]([O:23][CH3:24])[CH:18]=1)(=O)C.Cl. Product: [OH:4][C:5]1[C:14]2[C:9](=[CH:10][C:11]([O:15][CH3:16])=[CH:12][CH:13]=2)[CH:8]=[CH:7][C:6]=1[C:17]1[CH:22]=[CH:21][CH:20]=[C:19]([O:23][CH3:24])[CH:18]=1. The catalyst class is: 5. (3) Reactant: [CH2:1]([N:8]([CH2:27][C:28]1[CH:33]=[CH:32][C:31]([NH:34][C:35]([NH:37][C:38]2[CH:43]=[CH:42][C:41]([F:44])=[CH:40][CH:39]=2)=[O:36])=[CH:30][CH:29]=1)[CH2:9][C:10]1[CH:15]=[CH:14][C:13]([NH:16][C:17]([NH:19][C:20]2[CH:25]=[CH:24][C:23]([F:26])=[CH:22][CH:21]=2)=[O:18])=[CH:12][CH:11]=1)[C:2]1[CH:7]=[CH:6][CH:5]=[CH:4][CH:3]=1.[ClH:45]. Product: [Cl-:45].[CH2:1]([NH+:8]([CH2:9][C:10]1[CH:15]=[CH:14][C:13]([NH:16][C:17]([NH:19][C:20]2[CH:21]=[CH:22][C:23]([F:26])=[CH:24][CH:25]=2)=[O:18])=[CH:12][CH:11]=1)[CH2:27][C:28]1[CH:33]=[CH:32][C:31]([NH:34][C:35]([NH:37][C:38]2[CH:43]=[CH:42][C:41]([F:44])=[CH:40][CH:39]=2)=[O:36])=[CH:30][CH:29]=1)[C:2]1[CH:3]=[CH:4][CH:5]=[CH:6][CH:7]=1. The catalyst class is: 27.